From a dataset of Full USPTO retrosynthesis dataset with 1.9M reactions from patents (1976-2016). Predict the reactants needed to synthesize the given product. (1) Given the product [CH2:41]([O:33][C:32]1[C:31](=[O:34])[C:30]2[C:25](=[CH:26][CH:27]=[CH:28][CH:29]=2)[O:24][C:23]=1[C:11]1[CH:12]=[CH:13][C:14]([O:15][CH2:16][C:17]2[CH:22]=[CH:21][CH:20]=[CH:19][CH:18]=2)=[C:9]([O:8][CH2:1][C:2]2[CH:7]=[CH:6][CH:5]=[CH:4][CH:3]=2)[CH:10]=1)[C:42]1[CH:47]=[CH:46][CH:45]=[CH:44][CH:43]=1, predict the reactants needed to synthesize it. The reactants are: [CH2:1]([O:8][C:9]1[CH:10]=[C:11]([C:23]2[O:24][C:25]3[C:30]([C:31](=[O:34])[C:32]=2[OH:33])=[CH:29][CH:28]=[CH:27][CH:26]=3)[CH:12]=[CH:13][C:14]=1[O:15][CH2:16][C:17]1[CH:22]=[CH:21][CH:20]=[CH:19][CH:18]=1)[C:2]1[CH:7]=[CH:6][CH:5]=[CH:4][CH:3]=1.C([O-])([O-])=O.[K+].[K+].[CH2:41](Br)[C:42]1[CH:47]=[CH:46][CH:45]=[CH:44][CH:43]=1. (2) Given the product [CH3:25][O:26][C:27](=[O:52])[CH:28]([NH:41][C:42](=[O:51])[C:43]1[C:44]([Cl:50])=[CH:45][CH:46]=[CH:47][C:48]=1[Cl:49])[CH2:29][C:30]1[O:34][N:33]=[C:32]([CH:35]([NH:40][C:21](=[O:23])[CH2:20][C:5]2[CH:6]=[CH:7][C:8]([NH:9][C:10]([NH:12][C:13]3[CH:18]=[CH:17][CH:16]=[CH:15][C:14]=3[CH3:19])=[O:11])=[C:3]([O:2][CH3:1])[CH:4]=2)[CH2:36][CH:37]([CH3:39])[CH3:38])[CH:31]=1, predict the reactants needed to synthesize it. The reactants are: [CH3:1][O:2][C:3]1[CH:4]=[C:5]([CH2:20][C:21]([OH:23])=O)[CH:6]=[CH:7][C:8]=1[NH:9][C:10]([NH:12][C:13]1[CH:18]=[CH:17][CH:16]=[CH:15][C:14]=1[CH3:19])=[O:11].Cl.[CH3:25][O:26][C:27](=[O:52])[CH:28]([NH:41][C:42](=[O:51])[C:43]1[C:48]([Cl:49])=[CH:47][CH:46]=[CH:45][C:44]=1[Cl:50])[CH2:29][C:30]1[O:34][N:33]=[C:32]([CH:35]([NH2:40])[CH2:36][CH:37]([CH3:39])[CH3:38])[CH:31]=1. (3) Given the product [Br:22][C:23]1[CH:30]=[CH:29][C:26]([CH:27]=[CH:10][C:11]2[C:16]([C:17]([OH:19])=[O:18])=[CH:15][N:14]=[CH:13][CH:12]=2)=[CH:25][CH:24]=1, predict the reactants needed to synthesize it. The reactants are: [H-].[Na+].C(O)(C)(C)C.[H][H].[CH3:10][C:11]1[C:16]([C:17]([O:19]CC)=[O:18])=[CH:15][N:14]=[CH:13][CH:12]=1.[Br:22][C:23]1[CH:30]=[CH:29][C:26]([CH:27]=O)=[CH:25][CH:24]=1. (4) Given the product [C:1]([O:4][CH2:5][CH2:6][O:7][C:8]1[CH:13]=[CH:12][C:11]([C:14]([N:16]2[C:22]3[CH:23]=[CH:24][CH:25]=[CH:26][C:21]=3[CH2:20][N:19]([CH2:27][C:28]3[O:34][CH2:33][CH:30]([CH3:31])[N:29]=3)[C:18](=[O:35])[CH2:17]2)=[O:15])=[C:10]([Cl:36])[CH:9]=1)(=[O:3])[CH3:2], predict the reactants needed to synthesize it. The reactants are: [C:1]([O:4][CH2:5][CH2:6][O:7][C:8]1[CH:13]=[CH:12][C:11]([C:14]([N:16]2[C:22]3[CH:23]=[CH:24][CH:25]=[CH:26][C:21]=3[CH2:20][N:19]([CH2:27][C:28](=[O:34])[NH:29][CH:30]([CH3:33])[CH2:31]O)[C:18](=[O:35])[CH2:17]2)=[O:15])=[C:10]([Cl:36])[CH:9]=1)(=[O:3])[CH3:2].C(N(C(C)C)CC)(C)C.CS(Cl)(=O)=O.[OH-].[Na+]. (5) Given the product [Br:42][CH2:29][C:22]1[NH:21][C:20]([C:30]2[S:31][CH:32]=[CH:33][N:34]=2)=[N:19][CH:18]([C:5]2[CH:4]=[CH:3][C:2]([F:1])=[CH:7][C:6]=2[C:8]2[CH:9]=[CH:10][C:11]([C:14]([F:15])([F:16])[F:17])=[CH:12][CH:13]=2)[C:23]=1[C:24]([O:26][CH2:27][CH3:28])=[O:25], predict the reactants needed to synthesize it. The reactants are: [F:1][C:2]1[CH:3]=[CH:4][C:5]([CH:18]2[C:23]([C:24]([O:26][CH2:27][CH3:28])=[O:25])=[C:22]([CH3:29])[NH:21][C:20]([C:30]3[S:31][CH:32]=[CH:33][N:34]=3)=[N:19]2)=[C:6]([C:8]2[CH:13]=[CH:12][C:11]([C:14]([F:17])([F:16])[F:15])=[CH:10][CH:9]=2)[CH:7]=1.C1C(=O)N([Br:42])C(=O)C1. (6) Given the product [CH3:1][C:2]([O:4][C@H:5]1[C:14]2[C@:15]3([CH3:30])[C:16](=[C:20]([OH:19])[C:21](=[O:22])[C:13]=2[C@@H:8]2[CH2:9][CH2:10][C:11](=[O:12])[C@@:7]2([CH3:31])[CH2:6]1)/[C:17](=[CH:18]\[N:35]([CH2:36][CH:37]=[CH2:38])[CH2:32][CH:33]=[CH2:34])/[C:23](=[O:24])[O:25][C@@H:26]3[CH2:27][O:28][CH3:29])=[O:3], predict the reactants needed to synthesize it. The reactants are: [CH3:1][C:2]([O:4][C@H:5]1[C:14]2[C@@:15]3([CH3:30])[C@@H:26]([CH2:27][O:28][CH3:29])[O:25][C:23](=[O:24])[C:17]4=[CH:18][O:19][C:20]([C:21](=[O:22])[C:13]=2[C@@H:8]2[CH2:9][CH2:10][C:11](=[O:12])[C@@:7]2([CH3:31])[CH2:6]1)=[C:16]34)=[O:3].[CH2:32]([NH:35][CH2:36][CH:37]=[CH2:38])[CH:33]=[CH2:34]. (7) Given the product [CH3:28][O:27][C:20]1[CH:21]=[C:22]([O:25][CH3:26])[CH:23]=[CH:24][C:19]=1[CH2:18][N:12]([C:13]1[S:17][N:16]=[CH:15][N:14]=1)[S:11]([C:7]1[N:6]=[C:5]2[N:4]([C:31]([O:33][C:34]([CH3:35])([CH3:37])[CH3:36])=[O:32])[CH:3]=[C:2]([C:45]3[CH:46]=[CH:47][C:48]([C:50]([F:53])([F:51])[F:52])=[CH:49][C:44]=3[C:43]3[N:39]([CH3:38])[N:40]=[CH:41][CH:42]=3)[C:10]2=[CH:9][CH:8]=1)(=[O:29])=[O:30], predict the reactants needed to synthesize it. The reactants are: Br[C:2]1[C:10]2[C:5](=[N:6][C:7]([S:11](=[O:30])(=[O:29])[N:12]([CH2:18][C:19]3[CH:24]=[CH:23][C:22]([O:25][CH3:26])=[CH:21][C:20]=3[O:27][CH3:28])[C:13]3[S:17][N:16]=[CH:15][N:14]=3)=[CH:8][CH:9]=2)[N:4]([C:31]([O:33][C:34]([CH3:37])([CH3:36])[CH3:35])=[O:32])[CH:3]=1.[CH3:38][N:39]1[C:43]([C:44]2[CH:49]=[C:48]([C:50]([F:53])([F:52])[F:51])[CH:47]=[CH:46][C:45]=2B(O)O)=[CH:42][CH:41]=[N:40]1.P([O-])([O-])([O-])=O.[K+].[K+].[K+].O1CCOCC1. (8) The reactants are: [Cl:1][C:2]1[CH2:6][C:5]([CH3:8])([CH3:7])[CH2:4][C:3]=1[CH:9]=O.[CH2:11]([O:13][C:14]([CH:16]=P(C1C=CC=CC=1)(C1C=CC=CC=1)C1C=CC=CC=1)=[O:15])[CH3:12]. Given the product [Cl:1][C:2]1[CH2:6][C:5]([CH3:7])([CH3:8])[CH2:4][C:3]=1/[CH:9]=[CH:16]/[C:14]([O:13][CH2:11][CH3:12])=[O:15], predict the reactants needed to synthesize it.